Dataset: Forward reaction prediction with 1.9M reactions from USPTO patents (1976-2016). Task: Predict the product of the given reaction. (1) Given the reactants [NH2:1][C:2]1[C:7]2[C:8](=[O:36])[N:9]([C:13]3[CH:18]=[CH:17][C:16]([C@@H:19]4[CH2:26][CH2:25][C@H:24]5[C@@H:20]4[CH2:21][CH2:22][C@H:23]5[CH:27]([C:32]([O:34]C)=[O:33])[C:28]([O:30]C)=[O:29])=[CH:15][CH:14]=3)[CH2:10][CH2:11][O:12][C:6]=2[N:5]=[CH:4][N:3]=1.O.[OH-].[Li+], predict the reaction product. The product is: [NH2:1][C:2]1[C:7]2[C:8](=[O:36])[N:9]([C:13]3[CH:18]=[CH:17][C:16]([C@@H:19]4[CH2:26][CH2:25][C@H:24]5[C@@H:20]4[CH2:21][CH2:22][C@H:23]5[CH:27]([C:28]([OH:30])=[O:29])[C:32]([OH:34])=[O:33])=[CH:15][CH:14]=3)[CH2:10][CH2:11][O:12][C:6]=2[N:5]=[CH:4][N:3]=1. (2) Given the reactants CS([O:5][CH2:6][C:7]1[C:11]([C:12]2[CH:17]=[CH:16][C:15]([Cl:18])=[CH:14][CH:13]=2)=[CH:10][S:9][C:8]=1[C:19]([F:22])([F:21])[F:20])(=O)=O.[F:23][C:24]1[CH:25]=[C:26]([CH2:32][CH2:33][C:34]([O:36][CH2:37][CH3:38])=[O:35])[CH:27]=[C:28]([F:31])[C:29]=1O.C(=O)([O-])[O-].[K+].[K+].CN(C)C=O, predict the reaction product. The product is: [Cl:18][C:15]1[CH:16]=[CH:17][C:12]([C:11]2[C:7]([CH2:6][O:5][C:29]3[C:28]([F:31])=[CH:27][C:26]([CH2:32][CH2:33][C:34]([O:36][CH2:37][CH3:38])=[O:35])=[CH:25][C:24]=3[F:23])=[C:8]([C:19]([F:22])([F:21])[F:20])[S:9][CH:10]=2)=[CH:13][CH:14]=1.